This data is from Catalyst prediction with 721,799 reactions and 888 catalyst types from USPTO. The task is: Predict which catalyst facilitates the given reaction. (1) Reactant: [NH2:1][S:2]([CH:5]1[CH2:10][CH2:9][N:8](C(OCC2C=CC=CC=2)=O)[CH2:7][CH2:6]1)(=[O:4])=[O:3].C(O)(=O)C. Product: [NH:8]1[CH2:9][CH2:10][CH:5]([S:2]([NH2:1])(=[O:4])=[O:3])[CH2:6][CH2:7]1. The catalyst class is: 19. (2) Product: [Br:1][C:2]1[C:3]([O:9][C:10]2[C:15]([F:16])=[CH:14][CH:13]=[CH:12][C:11]=2[F:17])=[C:4]([Cl:18])[C:5]([NH2:8])=[N:6][CH:7]=1. The catalyst class is: 10. Reactant: [Br:1][C:2]1[C:3]([O:9][C:10]2[C:15]([F:16])=[CH:14][CH:13]=[CH:12][C:11]=2[F:17])=[CH:4][C:5]([NH2:8])=[N:6][CH:7]=1.[Cl:18]N1C(=O)CCC1=O. (3) Reactant: [C:1]([O:4][CH2:5][C@@H:6]([OH:23])[C@@H:7]([NH:15][C:16]([O:18][C:19]([CH3:22])([CH3:21])[CH3:20])=[O:17])[CH2:8][C:9]1[CH:14]=[CH:13][CH:12]=[CH:11][CH:10]=1)(=[O:3])[CH3:2].[CH3:24][S:25](Cl)(=[O:27])=[O:26].N1C=CC=CC=1. Product: [C:1]([O:4][CH2:5][C@@H:6]([O:23][S:25]([CH3:24])(=[O:27])=[O:26])[C@@H:7]([NH:15][C:16]([O:18][C:19]([CH3:22])([CH3:21])[CH3:20])=[O:17])[CH2:8][C:9]1[CH:10]=[CH:11][CH:12]=[CH:13][CH:14]=1)(=[O:3])[CH3:2]. The catalyst class is: 13. (4) Reactant: [C:1](Cl)(=[O:5])[CH:2]([CH3:4])[CH3:3].[NH:7]1[C:11]([C:12]2[CH:13]=[C:14]([C:18]3[CH:19]=[CH:20][C:21]4[O:25][C:24]([C:26]5[CH:31]=[CH:30][C:29]([F:32])=[CH:28][CH:27]=5)=[C:23]([C:33]([NH:35][CH3:36])=[O:34])[C:22]=4[CH:37]=3)[CH:15]=[CH:16][CH:17]=2)=NN=[N:8]1. Product: [F:32][C:29]1[CH:28]=[CH:27][C:26]([C:24]2[O:25][C:21]3[CH:20]=[CH:19][C:18]([C:14]4[CH:15]=[CH:16][CH:17]=[C:12]([C:11]5[O:5][C:1]([CH:2]([CH3:4])[CH3:3])=[N:8][N:7]=5)[CH:13]=4)=[CH:37][C:22]=3[C:23]=2[C:33]([NH:35][CH3:36])=[O:34])=[CH:31][CH:30]=1. The catalyst class is: 17. (5) Reactant: [NH2:1][C:2]1[N:6]([C:7]2[CH:16]=[CH:15][C:10]3[NH:11][C:12]([CH3:14])=[N:13][C:9]=3[CH:8]=2)[N:5]=[CH:4][C:3]=1[C:17]([C:19]1[N:20]([S:29]([C:32]2[CH:37]=[CH:36][C:35]([CH3:38])=[CH:34][CH:33]=2)(=[O:31])=[O:30])[C:21]2[C:26]([CH:27]=1)=[CH:25][C:24](Br)=[CH:23][CH:22]=2)=[O:18].[CH3:39][O:40][C:41]1[CH:46]=[CH:45][C:44](B(O)O)=[CH:43][N:42]=1.C(=O)(O)[O-].[Na+]. Product: [NH2:1][C:2]1[N:6]([C:7]2[CH:16]=[CH:15][C:10]3[NH:11][C:12]([CH3:14])=[N:13][C:9]=3[CH:8]=2)[N:5]=[CH:4][C:3]=1[C:17]([C:19]1[N:20]([S:29]([C:32]2[CH:37]=[CH:36][C:35]([CH3:38])=[CH:34][CH:33]=2)(=[O:31])=[O:30])[C:21]2[C:26]([CH:27]=1)=[CH:25][C:24]([C:44]1[CH:43]=[N:42][C:41]([O:40][CH3:39])=[CH:46][CH:45]=1)=[CH:23][CH:22]=2)=[O:18]. The catalyst class is: 658.